This data is from Full USPTO retrosynthesis dataset with 1.9M reactions from patents (1976-2016). The task is: Predict the reactants needed to synthesize the given product. (1) Given the product [CH2:58]([O:57][C:55]([N:18]1[C:15]2[CH2:16][CH2:17][N:12]([S:9]([C:4]3[CH:5]=[C:6]([F:8])[CH:7]=[C:2]([F:1])[CH:3]=3)(=[O:11])=[O:10])[CH2:13][C:14]=2[C:20]([NH:21][C:22](=[O:43])[C:23]2[CH:28]=[CH:27][C:26]([N:29]3[CH2:34][CH2:33][N:32]([CH3:35])[CH2:31][CH2:30]3)=[CH:25][C:24]=2[NH:36][CH:37]2[CH2:42][CH2:41][O:40][CH2:39][CH2:38]2)=[N:19]1)=[O:56])[CH3:59], predict the reactants needed to synthesize it. The reactants are: [F:1][C:2]1[CH:3]=[C:4]([S:9]([N:12]2[CH2:17][CH2:16][C:15]3[NH:18][N:19]=[C:20]([NH:21][C:22](=[O:43])[C:23]4[CH:28]=[CH:27][C:26]([N:29]5[CH2:34][CH2:33][N:32]([CH3:35])[CH2:31][CH2:30]5)=[CH:25][C:24]=4[NH:36][CH:37]4[CH2:42][CH2:41][O:40][CH2:39][CH2:38]4)[C:14]=3[CH2:13]2)(=[O:11])=[O:10])[CH:5]=[C:6]([F:8])[CH:7]=1.C[Si]([N-][Si](C)(C)C)(C)C.[Li+].Cl[C:55]([O:57][CH2:58][CH3:59])=[O:56]. (2) Given the product [CH3:13][O:14][S:15]([O-:18])(=[O:17])=[O:16].[CH3:13][N+:8]1[C:9]2[C:4](=[CH:3][C:2]([Cl:1])=[CH:11][CH:10]=2)[CH:5]=[CH:6][C:7]=1[CH3:12], predict the reactants needed to synthesize it. The reactants are: [Cl:1][C:2]1[CH:3]=[C:4]2[C:9](=[CH:10][CH:11]=1)[N:8]=[C:7]([CH3:12])[CH:6]=[CH:5]2.[CH3:13][O:14][S:15]([O:18]C)(=[O:17])=[O:16]. (3) Given the product [CH:1]1([N:6]2[CH2:12][C:11]([F:14])([F:13])[C:10](=[O:15])[N:9]([CH3:16])[C:8]3[CH:17]=[N:18][C:19]([NH:21][C:22]4[C:30]([O:31][CH3:32])=[CH:29][C:25]([C:26]([NH:67][CH:68]5[CH2:73][CH2:72][N:71]([CH3:74])[CH2:70][CH2:69]5)=[O:27])=[C:24]([F:33])[CH:23]=4)=[N:20][C:7]2=3)[CH2:5][CH2:4][CH2:3][CH2:2]1, predict the reactants needed to synthesize it. The reactants are: [CH:1]1([N:6]2[CH2:12][C:11]([F:14])([F:13])[C:10](=[O:15])[N:9]([CH3:16])[C:8]3[CH:17]=[N:18][C:19]([NH:21][C:22]4[C:30]([O:31][CH3:32])=[CH:29][C:25]([C:26](O)=[O:27])=[C:24]([F:33])[CH:23]=4)=[N:20][C:7]2=3)[CH2:5][CH2:4][CH2:3][CH2:2]1.F[P-](F)(F)(F)(F)F.CN(C(N(C)C)=[N+]1C2C=CC=CC=2[N+]([O-])=N1)C.C(N(C(C)C)CC)(C)C.[NH2:67][CH:68]1[CH2:73][CH2:72][N:71]([CH2:74]C)[CH2:70][CH2:69]1. (4) Given the product [CH:7]([O:10][C:11]1[CH:16]=[CH:15][C:14]([CH:17]2[CH2:22][C:21]([CH3:1])([S:23]([C:26]3[CH:31]=[CH:30][CH:29]=[C:28]([C:32]([F:33])([F:35])[F:34])[CH:27]=3)(=[O:25])=[O:24])[CH2:20][CH2:19][O:18]2)=[CH:13][N:12]=1)([CH3:9])[CH3:8], predict the reactants needed to synthesize it. The reactants are: [CH3:1]C([O-])(C)C.[K+].[CH:7]([O:10][C:11]1[CH:16]=[CH:15][C:14]([CH:17]2[CH2:22][CH:21]([S:23]([C:26]3[CH:31]=[CH:30][CH:29]=[C:28]([C:32]([F:35])([F:34])[F:33])[CH:27]=3)(=[O:25])=[O:24])[CH2:20][CH2:19][O:18]2)=[CH:13][N:12]=1)([CH3:9])[CH3:8]. (5) Given the product [O:7]=[C:2]([NH:14][C:11]1[CH:12]=[CH:13][N:8]=[CH:9][CH:10]=1)[CH2:3][C:4]([O:6][CH3:15])=[O:5], predict the reactants needed to synthesize it. The reactants are: Cl[C:2](=[O:7])[CH2:3][C:4]([O-:6])=[O:5].[N:8]1[CH:13]=[CH:12][C:11]([NH2:14])=[CH:10][CH:9]=1.[CH3:15]CN(CC)CC. (6) Given the product [CH2:1]([O:5][CH2:6][CH2:7][O:8][C:9]1[CH:10]=[CH:11][C:12]([C:15]2[CH:16]=[CH:17][C:18]3[N:24]([CH2:25][CH:26]([CH3:27])[CH3:28])[CH2:23][CH2:22][C:21]([C:29]([NH:46][C:45]4[CH:47]=[CH:48][C:49]([S:50][CH2:51][C:52]5[N:53]([CH3:57])[CH:54]=[CH:55][N:56]=5)=[C:43]([CH3:42])[CH:44]=4)=[O:30])=[CH:20][C:19]=3[CH:32]=2)=[CH:13][CH:14]=1)[CH2:2][CH2:3][CH3:4], predict the reactants needed to synthesize it. The reactants are: [CH2:1]([O:5][CH2:6][CH2:7][O:8][C:9]1[CH:14]=[CH:13][C:12]([C:15]2[CH:16]=[CH:17][C:18]3[N:24]([CH2:25][CH:26]([CH3:28])[CH3:27])[CH2:23][CH2:22][C:21]([C:29](O)=[O:30])=[CH:20][C:19]=3[CH:32]=2)=[CH:11][CH:10]=1)[CH2:2][CH2:3][CH3:4].CN(C=O)C.S(Cl)(Cl)=O.[CH3:42][C:43]1[CH:44]=[C:45]([CH:47]=[CH:48][C:49]=1[S:50][CH2:51][C:52]1[N:53]([CH3:57])[CH:54]=[CH:55][N:56]=1)[NH2:46]. (7) Given the product [N:25]1([CH2:31][CH2:32][NH:33][C:2]2[CH:3]=[C:4]3[C:9](=[CH:10][N:11]=2)[N:8]=[CH:7][C:6]([C:12]#[N:13])=[C:5]3[NH:14][C:15]2[CH:20]=[CH:19][C:18]([C:21]([F:24])([F:22])[F:23])=[CH:17][CH:16]=2)[CH2:30][CH2:29][O:28][CH2:27][CH2:26]1, predict the reactants needed to synthesize it. The reactants are: F[C:2]1[CH:3]=[C:4]2[C:9](=[CH:10][N:11]=1)[N:8]=[CH:7][C:6]([C:12]#[N:13])=[C:5]2[NH:14][C:15]1[CH:20]=[CH:19][C:18]([C:21]([F:24])([F:23])[F:22])=[CH:17][CH:16]=1.[N:25]1([CH2:31][CH2:32][NH2:33])[CH2:30][CH2:29][O:28][CH2:27][CH2:26]1.